This data is from Forward reaction prediction with 1.9M reactions from USPTO patents (1976-2016). The task is: Predict the product of the given reaction. (1) The product is: [N:1]1[CH:35]=[CH:36][N:3]2[CH:4]=[C:5]([C:8]3[N:17]=[C:16]([NH:18][CH2:19][C:20]([C:22]4[CH:23]=[CH:24][CH:25]=[CH:26][CH:27]=4)([C:28]4[CH:33]=[CH:32][CH:31]=[CH:30][CH:29]=4)[OH:21])[C:15]4[C:10](=[CH:11][CH:12]=[CH:13][CH:14]=4)[N:9]=3)[CH:6]=[N:7][C:2]=12. Given the reactants [NH2:1][C:2]1[N:7]=[CH:6][C:5]([C:8]2[N:17]=[C:16]([NH:18][CH2:19][C:20]([C:28]3[CH:33]=[CH:32][CH:31]=[CH:30][CH:29]=3)([C:22]3[CH:27]=[CH:26][CH:25]=[CH:24][CH:23]=3)[OH:21])[C:15]3[C:10](=[CH:11][CH:12]=[CH:13][CH:14]=3)[N:9]=2)=[CH:4][N:3]=1.Cl[CH2:35][CH:36]=O, predict the reaction product. (2) Given the reactants FC(F)(F)[C:3]1[CH:4]=[C:5]([NH:9][C:10](=[O:29])[NH:11][C:12]2[CH:17]=[CH:16][C:15](C3SC(CCC(OC)=O)=NC=3)=[CH:14][CH:13]=2)[CH:6]=[CH:7][CH:8]=1.NC1C=CC([C:39]2[S:43][C:42]([CH2:44][CH2:45][NH:46][S:47]([C:50]([F:53])([F:52])[F:51])(=[O:49])=[O:48])=[N:41][CH:40]=2)=CC=1.N(C1C=CC=CC=1)=C=O, predict the reaction product. The product is: [F:53][C:50]([F:51])([F:52])[S:47]([NH:46][CH2:45][CH2:44][C:42]1[S:43][C:39]([C:15]2[CH:14]=[CH:13][C:12]([NH:11][C:10]([NH:9][C:5]3[CH:4]=[CH:3][CH:8]=[CH:7][CH:6]=3)=[O:29])=[CH:17][CH:16]=2)=[CH:40][N:41]=1)(=[O:49])=[O:48]. (3) Given the reactants [C:1]([O:5][C:6]([N:8]1[CH2:13][CH2:12][C@H:11]([C:14]2[CH:19]=[CH:18][C:17]([O:20][CH2:21][CH2:22][O:23][C:24]3[C:29]([Cl:30])=[CH:28][C:27]([CH3:31])=[CH:26][C:25]=3[Cl:32])=[CH:16][CH:15]=2)[C@@H:10]([C:33]([N:35]([CH2:39][C:40]2[CH:41]=[C:42]([CH:51]=[C:52]([CH2:54][CH2:55][CH2:56][O:57][CH3:58])[CH:53]=2)[O:43][CH2:44][C@@H:45]2[CH2:47][C@H:46]2[C:48]([OH:50])=[O:49])[CH:36]2[CH2:38][CH2:37]2)=[O:34])[CH2:9]1)=[O:7])([CH3:4])([CH3:3])[CH3:2].CN1CCOCC1.C(OC(Cl)=O)C(C)C.[CH2:74]1[C:82]2[C:77](=[CH:78][C:79](O)=[CH:80][CH:81]=2)[CH2:76][CH2:75]1.[H-].[Na+], predict the reaction product. The product is: [CH:36]1([N:35]([CH2:39][C:40]2[CH:53]=[C:52]([CH2:54][CH2:55][CH2:56][O:57][CH3:58])[CH:51]=[C:42]([O:43][CH2:44][C@@H:45]3[CH2:47][C@H:46]3[C:48]([O:50][C:79]3[CH:78]=[C:77]4[C:82](=[CH:81][CH:80]=3)[CH2:74][CH2:75][CH2:76]4)=[O:49])[CH:41]=2)[C:33]([C@@H:10]2[C@@H:11]([C:14]3[CH:19]=[CH:18][C:17]([O:20][CH2:21][CH2:22][O:23][C:24]4[C:29]([Cl:30])=[CH:28][C:27]([CH3:31])=[CH:26][C:25]=4[Cl:32])=[CH:16][CH:15]=3)[CH2:12][CH2:13][N:8]([C:6]([O:5][C:1]([CH3:2])([CH3:4])[CH3:3])=[O:7])[CH2:9]2)=[O:34])[CH2:37][CH2:38]1. (4) The product is: [ClH:29].[ClH:32].[NH2:7][CH:8]1[CH2:13][CH2:12][N:11]([CH2:14][CH:15]([C:16]2([OH:22])[CH2:21][CH2:20][CH2:19][CH2:18][CH2:17]2)[C:23]2[CH:28]=[CH:27][C:26]([Cl:29])=[C:25]([Cl:30])[CH:24]=2)[CH2:10][CH2:9]1. Given the reactants C(OC(=O)[NH:7][CH:8]1[CH2:13][CH2:12][N:11]([CH2:14][CH:15]([C:23]2[CH:28]=[CH:27][C:26]([Cl:29])=[C:25]([Cl:30])[CH:24]=2)[C:16]2([OH:22])[CH2:21][CH2:20][CH2:19][CH2:18][CH2:17]2)[CH2:10][CH2:9]1)(C)(C)C.[ClH:32], predict the reaction product. (5) Given the reactants I[CH2:2][I:3].N(OCCC(C)C)=O.NC1[C:14]2[C:37]([CH3:39])([CH3:38])[C:36](=[O:40])[NH:35][C:15]=2[N:16]=[C:17]([C:19]2[C:27]3[C:22](=[N:23][CH:24]=[C:25]([F:28])[CH:26]=3)[N:21]([CH2:29][CH:30]3[CH2:34][CH2:33][CH2:32][CH2:31]3)[N:20]=2)[N:18]=1, predict the reaction product. The product is: [CH:30]1([CH2:29][N:21]2[C:22]3=[N:23][CH:24]=[C:25]([F:28])[CH:26]=[C:27]3[C:19]([C:17]3[N:18]=[C:2]([I:3])[C:14]4[C:37]([CH3:38])([CH3:39])[C:36](=[O:40])[NH:35][C:15]=4[N:16]=3)=[N:20]2)[CH2:34][CH2:33][CH2:32][CH2:31]1. (6) Given the reactants C([O:3][C:4]([C:6]1[CH:7]=[N:8][N:9]2[CH2:14][CH2:13][CH2:12][O:11][C:10]=12)=[O:5])C.O, predict the reaction product. The product is: [N:8]1[N:9]2[C:10]([O:11][CH2:12][CH2:13][CH2:14]2)=[C:6]([C:4]([OH:5])=[O:3])[CH:7]=1. (7) Given the reactants [I:1][C:2]1[C:3](=[O:17])[NH:4][C:5](=[O:16])[N:6]([CH:15]=1)[C@@H:7]1[O:14][C@H:11]([CH2:12][OH:13])[C@@H:9]([OH:10])[CH2:8]1.N1C=CN=C1.[CH3:23][C:24]([Si:27](Cl)([CH3:29])[CH3:28])([CH3:26])[CH3:25], predict the reaction product. The product is: [Si:27]([O:13][CH2:12][C@H:11]1[O:14][C@@H:7]([N:6]2[CH:15]=[C:2]([I:1])[C:3](=[O:17])[NH:4][C:5]2=[O:16])[CH2:8][C@@H:9]1[OH:10])([C:24]([CH3:26])([CH3:25])[CH3:23])([CH3:29])[CH3:28].